From a dataset of Full USPTO retrosynthesis dataset with 1.9M reactions from patents (1976-2016). Predict the reactants needed to synthesize the given product. Given the product [CH2:1]([N:8]([CH3:25])[C:9]1[CH:14]=[CH:13][C:12]([C:15]([CH3:21])([CH2:19][OH:20])[C:16]([N:26]2[CH2:30][CH2:29][CH2:28][CH2:27]2)=[O:18])=[CH:11][C:10]=1[N+:22]([O-:24])=[O:23])[C:2]1[CH:7]=[CH:6][CH:5]=[CH:4][CH:3]=1, predict the reactants needed to synthesize it. The reactants are: [CH2:1]([N:8]([CH3:25])[C:9]1[CH:14]=[CH:13][C:12]([C:15]([CH3:21])([CH2:19][OH:20])[C:16]([OH:18])=O)=[CH:11][C:10]=1[N+:22]([O-:24])=[O:23])[C:2]1[CH:7]=[CH:6][CH:5]=[CH:4][CH:3]=1.[NH:26]1[CH2:30][CH2:29][CH2:28][CH2:27]1.